Dataset: CYP3A4 inhibition data for predicting drug metabolism from PubChem BioAssay. Task: Regression/Classification. Given a drug SMILES string, predict its absorption, distribution, metabolism, or excretion properties. Task type varies by dataset: regression for continuous measurements (e.g., permeability, clearance, half-life) or binary classification for categorical outcomes (e.g., BBB penetration, CYP inhibition). Dataset: cyp3a4_veith. (1) The molecule is CCOc1ccc(C(C)=O)cc1N1C(=O)C2C3C=CC(C3=C(C)C)C2C1=O. The result is 1 (inhibitor). (2) The molecule is COc1ccc(CNc2nc(-c3ccc4c(c3)OCO4)nc3ccccc23)c(OC)c1. The result is 1 (inhibitor). (3) The drug is O=C(O)c1nc(-c2ccccc2)[nH]c1C(=O)O. The result is 0 (non-inhibitor). (4) The compound is C[C@@H]1O[C@@H](O)[C@@H](O)[C@H](O)[C@H]1O. The result is 0 (non-inhibitor). (5) The molecule is CC(=O)NC1=NC(=O)C(C)S1. The result is 0 (non-inhibitor). (6) The molecule is C[C@@H](N1CCOCC1)[C@@](O)(c1ccccc1)c1ccccn1. The result is 0 (non-inhibitor).